Dataset: Retrosynthesis with 50K atom-mapped reactions and 10 reaction types from USPTO. Task: Predict the reactants needed to synthesize the given product. (1) Given the product c1ccc(-c2nnc3cc(C4CCC4)c(N4CCn5ncnc5C4)nn23)cc1, predict the reactants needed to synthesize it. The reactants are: Clc1nn2c(-c3ccccc3)nnc2cc1C1CCC1.c1nc2n(n1)CCNC2. (2) The reactants are: Clc1ccc2c(c1)Nc1ccccc1S2.N#C[Cu]. Given the product N#Cc1ccc2c(c1)Nc1ccccc1S2, predict the reactants needed to synthesize it. (3) Given the product CCCCCCCCOc1ccc(N2CCNCC2)cc1, predict the reactants needed to synthesize it. The reactants are: CCCCCCCCOc1ccc(N2CCN(C(=O)OC(C)(C)C)CC2)cc1. (4) Given the product C#CCOCCCCn1c(C)nc2cnc3ccccc3c21, predict the reactants needed to synthesize it. The reactants are: C#CCBr.Cc1nc2cnc3ccccc3c2n1CCCCO. (5) Given the product C=CC1(c2cncc(-c3ccc4c(c3)CCc3nncn3-4)c2)CC1, predict the reactants needed to synthesize it. The reactants are: Brc1ccc2c(c1)CCc1nncn1-2.C=CC1(c2cncc(B(O)O)c2)CC1. (6) Given the product CCCC(CCC)NCCc1ccccc1Br, predict the reactants needed to synthesize it. The reactants are: CCCC(=O)CCC.NCCc1ccccc1Br. (7) Given the product CCCCN(CCCC)c1ccc(C=CC=Cc2ccc(C=O)s2)c(OC)c1, predict the reactants needed to synthesize it. The reactants are: CCCCN(CCCC)c1ccc(C=CC=Cc2cccs2)c(OC)c1.CN(C)C=O. (8) Given the product CC(C)NC(=O)C1CN(C(=O)OC(C)(C)C)CCN1C(=O)OCc1ccccc1, predict the reactants needed to synthesize it. The reactants are: CC(C)(C)OC(=O)N1CCN(C(=O)OCc2ccccc2)C(C(=O)O)C1.CC(C)N. (9) Given the product CCCS(=O)(=O)NCc1csc2c1S(=O)(=O)N=C(c1c(O)c3ccccc3n(NCC3CC3)c1=O)N2, predict the reactants needed to synthesize it. The reactants are: CCCS(=O)(=O)Cl.NCc1csc2c1S(=O)(=O)N=C(c1c(O)c3ccccc3n(NCC3CC3)c1=O)N2.